From a dataset of Reaction yield outcomes from USPTO patents with 853,638 reactions. Predict the reaction yield, written as a fraction of the theoretical maximum amount of product (1.0 means a 100% yield; for example, 0.34 means a 34% yield). (1) The reactants are [F:1][CH2:2][C:3]1[N:4]([C:9]2[C:18]3[C:13](=[CH:14][CH:15]=[CH:16][CH:17]=3)[C:12]([CH3:19])=[CH:11][CH:10]=2)[C:5]([SH:8])=[N:6][N:7]=1.C([O-])([O-])=O.[K+].[K+].Cl[CH2:27][C:28]([NH:30][C:31]1[CH:36]=[CH:35][C:34]([S:37](=[O:40])(=[O:39])[NH2:38])=[CH:33][C:32]=1[CH3:41])=[O:29].O. The catalyst is CN(C=O)C. The product is [F:1][CH2:2][C:3]1[N:4]([C:9]2[C:18]3[C:13](=[CH:14][CH:15]=[CH:16][CH:17]=3)[C:12]([CH3:19])=[CH:11][CH:10]=2)[C:5]([S:8][CH2:27][C:28]([NH:30][C:31]2[CH:36]=[CH:35][C:34]([S:37](=[O:40])(=[O:39])[NH2:38])=[CH:33][C:32]=2[CH3:41])=[O:29])=[N:6][N:7]=1. The yield is 0.500. (2) The reactants are [CH2:1]([O:3][C:4]([C:6]1[C:14]2[CH2:13][CH2:12][C:11](=CN(C)C)[C:10](=O)[C:9]=2[N:8]([CH3:20])[N:7]=1)=[O:5])[CH3:2].[C:21]([O-])(=O)C.[K+].S(O)(O)(=O)=O.[CH3:31][NH:32][C:33](=[NH:35])[SH:34]. The catalyst is CN(C)C=O. The product is [CH3:20][N:8]1[C:9]2[C:10]3[N:35]=[C:33]([S:34][CH3:21])[N:32]=[CH:31][C:11]=3[CH2:12][CH2:13][C:14]=2[C:6]([C:4]([O:3][CH2:1][CH3:2])=[O:5])=[N:7]1. The yield is 0.740. (3) The reactants are [CH2:1]([C:8]1[N:12]=[C:11]([CH2:13][CH2:14][C:15]([O:17]C)=[O:16])[O:10][N:9]=1)[C:2]1[CH:7]=[CH:6][CH:5]=[CH:4][CH:3]=1.[OH-].[Na+]. The catalyst is CO. The product is [CH2:1]([C:8]1[N:12]=[C:11]([CH2:13][CH2:14][C:15]([OH:17])=[O:16])[O:10][N:9]=1)[C:2]1[CH:3]=[CH:4][CH:5]=[CH:6][CH:7]=1. The yield is 0.980. (4) The reactants are [CH3:1][C:2]1[C:10]2[C:9](=[O:11])[NH:8][CH:7]=[N:6][C:5]=2[S:4][C:3]=1[C:12]([OH:14])=O.CCN(C(C)C)C(C)C.Cl.[Cl:25][C:26]1[CH:27]=[C:28]([N:32]2[CH2:37][CH2:36][NH:35][CH2:34][CH2:33]2)[CH:29]=[CH:30][CH:31]=1.CN(C(ON1N=NC2C=CC=NC1=2)=[N+](C)C)C.F[P-](F)(F)(F)(F)F. The catalyst is CN(C=O)C.CCOC(C)=O. The product is [Cl:25][C:26]1[CH:27]=[C:28]([N:32]2[CH2:37][CH2:36][N:35]([C:12]([C:3]3[S:4][C:5]4[N:6]=[CH:7][NH:8][C:9](=[O:11])[C:10]=4[C:2]=3[CH3:1])=[O:14])[CH2:34][CH2:33]2)[CH:29]=[CH:30][CH:31]=1. The yield is 0.810. (5) The reactants are [CH3:1][O:2][C:3](=[O:33])[CH2:4][C@H:5]1[C:9]2[CH:10]=[CH:11][C:12]([O:14][C@H:15]3[C:23]4[C:18](=[C:19](B5OC(C)(C)C(C)(C)O5)[CH:20]=[CH:21][CH:22]=4)[CH2:17][CH2:16]3)=[CH:13][C:8]=2[O:7][CH2:6]1.Cl[C:35]1[C:40]([C:41]#[N:42])=[CH:39][CH:38]=[CH:37][N:36]=1. No catalyst specified. The product is [CH3:1][O:2][C:3](=[O:33])[CH2:4][C@H:5]1[C:9]2[CH:10]=[CH:11][C:12]([O:14][C@H:15]3[C:23]4[C:18](=[C:19]([C:35]5[C:40]([C:41]#[N:42])=[CH:39][CH:38]=[CH:37][N:36]=5)[CH:20]=[CH:21][CH:22]=4)[CH2:17][CH2:16]3)=[CH:13][C:8]=2[O:7][CH2:6]1. The yield is 0.450. (6) The product is [CH3:15][O:14][C:12](=[O:13])[CH2:11][NH:21][C:20]1[CH:22]=[CH:23][C:17]([Br:16])=[C:18]([C:24]([F:27])([F:25])[F:26])[CH:19]=1. The catalyst is CN(C=O)C. The yield is 0.670. The reactants are C(N(CC)C(C)C)(C)C.Br[CH2:11][C:12]([O:14][CH3:15])=[O:13].[Br:16][C:17]1[CH:23]=[CH:22][C:20]([NH2:21])=[CH:19][C:18]=1[C:24]([F:27])([F:26])[F:25].O. (7) No catalyst specified. The reactants are [NH2:1][C:2]1[CH:3]=[C:4]([SH:8])[CH:5]=[CH:6][CH:7]=1.Cl[C:10]1[C:19]2[C:14](=[CH:15][C:16]([O:22][CH3:23])=[C:17]([O:20][CH3:21])[CH:18]=2)[N:13]=[CH:12][N:11]=1. The yield is 1.00. The product is [CH3:21][O:20][C:17]1[CH:18]=[C:19]2[C:14](=[CH:15][C:16]=1[O:22][CH3:23])[N:13]=[CH:12][N:11]=[C:10]2[S:8][C:4]1[CH:3]=[C:2]([CH:7]=[CH:6][CH:5]=1)[NH2:1].